Dataset: Forward reaction prediction with 1.9M reactions from USPTO patents (1976-2016). Task: Predict the product of the given reaction. (1) Given the reactants [C:1]([CH:3]([CH:7]1[C:11]([Cl:12])=[C:10](Cl)C(=O)O1)[C:4]([NH2:6])=[O:5])#[N:2].Cl.[Cl:16][C:17]1[CH:18]=[CH:19][C:20]([S:25]([CH3:27])=[O:26])=[C:21]([CH2:23][NH2:24])[CH:22]=1.C(=O)([O-])[O-].[K+].[K+].[OH-].[Na+], predict the reaction product. The product is: [ClH:12].[Cl:12][C:11]1[CH:7]=[C:3]([C:4]([NH2:6])=[O:5])[C:1](=[NH:2])[N:24]([CH2:23][C:21]2[CH:22]=[C:17]([Cl:16])[CH:18]=[CH:19][C:20]=2[S:25]([CH3:27])=[O:26])[CH:10]=1. (2) Given the reactants [C:1]([O:5][C:6](=[O:37])[C:7]([S:10][C:11]1[S:12][CH:13]=[C:14]([CH2:16][CH2:17][N:18]([C:26]2[C:31]([Cl:32])=[CH:30][C:29]([C:33]([O:35]C)=[O:34])=[CH:28][N:27]=2)[CH2:19][CH2:20][CH2:21][CH2:22][CH2:23][CH2:24][CH3:25])[N:15]=1)([CH3:9])[CH3:8])([CH3:4])([CH3:3])[CH3:2].[OH-].[Na+], predict the reaction product. The product is: [C:1]([O:5][C:6](=[O:37])[C:7]([S:10][C:11]1[S:12][CH:13]=[C:14]([CH2:16][CH2:17][N:18]([C:26]2[C:31]([Cl:32])=[CH:30][C:29]([C:33]([OH:35])=[O:34])=[CH:28][N:27]=2)[CH2:19][CH2:20][CH2:21][CH2:22][CH2:23][CH2:24][CH3:25])[N:15]=1)([CH3:8])[CH3:9])([CH3:2])([CH3:3])[CH3:4]. (3) Given the reactants [Cl-].[Mg+2].[Cl-].[C:4]([O:10][CH2:11][CH3:12])(=[O:9])[CH2:5][C:6]([O-:8])=O.[K+].[Cl:14][C:15]1[CH:23]=[CH:22][C:18](C(O)=O)=[CH:17][CH:16]=1.S(Cl)(Cl)=O.C(O)(=O)CC(CC(O)=O)(C(O)=O)O, predict the reaction product. The product is: [Cl:14][C:15]1[CH:23]=[CH:22][C:18]([C:6](=[O:8])[CH2:5][C:4]([O:10][CH2:11][CH3:12])=[O:9])=[CH:17][CH:16]=1. (4) Given the reactants [CH3:1][C:2]1[CH:7]=[CH:6][C:5]([NH:8][C:9](=[O:20])[C:10]2[CH:15]=[CH:14][CH:13]=[C:12]([C:16]([F:19])([F:18])[F:17])[CH:11]=2)=[CH:4][C:3]=1[N+:21]([O-])=O, predict the reaction product. The product is: [NH2:21][C:3]1[CH:4]=[C:5]([NH:8][C:9](=[O:20])[C:10]2[CH:15]=[CH:14][CH:13]=[C:12]([C:16]([F:17])([F:18])[F:19])[CH:11]=2)[CH:6]=[CH:7][C:2]=1[CH3:1].